From a dataset of Reaction yield outcomes from USPTO patents with 853,638 reactions. Predict the reaction yield, written as a fraction of the theoretical maximum amount of product (1.0 means a 100% yield; for example, 0.34 means a 34% yield). The reactants are [Cl:1][C:2]1[CH:7]=[CH:6][CH:5]=[CH:4][C:3]=1[CH:8]([OH:13])[C:9]([NH:11][NH2:12])=O.[CH3:14][CH:15]([CH3:20])[CH2:16][N:17]=[C:18]=[S:19]. No catalyst specified. The product is [Cl:1][C:2]1[CH:7]=[CH:6][CH:5]=[CH:4][C:3]=1[CH:8]([OH:13])[C:9]1[N:17]([CH2:16][CH:15]([CH3:20])[CH3:14])[C:18](=[S:19])[NH:12][N:11]=1. The yield is 0.370.